This data is from Forward reaction prediction with 1.9M reactions from USPTO patents (1976-2016). The task is: Predict the product of the given reaction. (1) Given the reactants [CH2:1]([CH:6]1[CH2:12][C@H:11]2[N:13](C(OC(C)(C)C)=O)[C@H:8]([CH2:9][CH2:10]2)[CH2:7]1)[CH2:2][CH2:3][CH2:4][CH3:5].C(O)(C(F)(F)F)=O.C(O)(=O)C.CO, predict the reaction product. The product is: [CH2:1]([CH:6]1[CH2:7][C@H:8]2[NH:13][C@H:11]([CH2:10][CH2:9]2)[CH2:12]1)[CH2:2][CH2:3][CH2:4][CH3:5]. (2) Given the reactants [C:1]([O:5][C:6]([N:8]1[CH2:15][CH2:14][CH:13]([CH:16]([CH3:18])[CH3:17])[C@H:9]1[C:10]([OH:12])=O)=[O:7])([CH3:4])([CH3:3])[CH3:2].[Cl:19][C:20]1[CH:21]=[CH:22][C:23]([N:35]2[CH:39]=[N:38][N:37]=[N:36]2)=[C:24]([CH:34]=1)[CH2:25][NH:26][C:27](=[O:33])[C@@H:28]1[CH2:32][CH2:31][CH2:30][NH:29]1.C(Cl)CCl.C1C=NC2N(O)N=NC=2C=1, predict the reaction product. The product is: [C:1]([O:5][C:6]([N:8]1[CH2:15][CH2:14][CH:13]([CH:16]([CH3:18])[CH3:17])[C@H:9]1[C:10]([N:29]1[CH2:30][CH2:31][CH2:32][C@H:28]1[C:27]([NH:26][CH2:25][C:24]1[CH:34]=[C:20]([Cl:19])[CH:21]=[CH:22][C:23]=1[N:35]1[CH:39]=[N:38][N:37]=[N:36]1)=[O:33])=[O:12])=[O:7])([CH3:2])([CH3:3])[CH3:4]. (3) Given the reactants [CH3:1][C:2]1([CH3:33])[O:6][C:5]2[CH:7]=[CH:8][C:9]([O:11][CH2:12][CH2:13][CH2:14][CH2:15][O:16][C:17]3[C:22]([Cl:23])=[CH:21][C:20]([O:24]CC4C=CC=CC=4)=[CH:19][C:18]=3[Cl:32])=[CH:10][C:4]=2[O:3]1.[H][H], predict the reaction product. The product is: [CH3:1][C:2]1([CH3:33])[O:6][C:5]2[CH:7]=[CH:8][C:9]([O:11][CH2:12][CH2:13][CH2:14][CH2:15][O:16][C:17]3[C:18]([Cl:32])=[CH:19][C:20]([OH:24])=[CH:21][C:22]=3[Cl:23])=[CH:10][C:4]=2[O:3]1. (4) Given the reactants [Cl:1][C:2]1[CH:7]=[CH:6][C:5]([C:8]([C:10]2[CH:11]=[C:12]3[C:17](=[CH:18][CH:19]=2)[N:16]=[C:15](Br)[CH:14]=[C:13]3[Br:21])=[O:9])=[CH:4][CH:3]=1.[OH2:22], predict the reaction product. The product is: [Br:21][C:13]1[C:12]2[C:17](=[CH:18][CH:19]=[C:10]([C:8]([C:5]3[CH:6]=[CH:7][C:2]([Cl:1])=[CH:3][CH:4]=3)=[O:9])[CH:11]=2)[N:16]=[C:15]([O:22][C:5]([CH3:8])([CH3:6])[CH3:4])[CH:14]=1. (5) The product is: [C:21]([O:24][C:25]([N:1]1[C:9]2[C:4](=[CH:5][C:6]([B:10]([OH:11])[OH:12])=[CH:7][CH:8]=2)[CH:3]=[N:2]1)=[O:26])([CH3:23])([CH3:22])[CH3:20]. Given the reactants [NH:1]1[C:9]2[C:4](=[CH:5][C:6]([B:10]([OH:12])[OH:11])=[CH:7][CH:8]=2)[CH:3]=[N:2]1.C(N(CC)CC)C.[CH3:20][C:21]([O:24][C:25](O[C:25]([O:24][C:21]([CH3:23])([CH3:22])[CH3:20])=[O:26])=[O:26])([CH3:23])[CH3:22].O, predict the reaction product. (6) Given the reactants F[C:2](F)(F)[C:3]([OH:5])=O.[Cl:8][C:9]1[C:10]([F:38])=[C:11]([CH:35]=[CH:36][CH:37]=1)[NH:12][C:13]1[C:22]2[C:17](=[CH:18][C:19](OC3CCCCN3C([O-])=O)=[C:20]([O:23][CH3:24])[CH:21]=2)[N:16]=[CH:15][N:14]=1, predict the reaction product. The product is: [ClH:8].[ClH:8].[Cl:8][C:9]1[C:10]([F:38])=[C:11]([NH:12][C:13]2[C:22]3[C:17](=[CH:18][C:19]([O:5][CH:3]4[CH2:2][CH2:13][NH:12][CH2:11][CH2:10]4)=[C:20]([O:23][CH3:24])[CH:21]=3)[N:16]=[CH:15][N:14]=2)[CH:35]=[CH:36][CH:37]=1.